From a dataset of Forward reaction prediction with 1.9M reactions from USPTO patents (1976-2016). Predict the product of the given reaction. (1) Given the reactants C(NC(C)C)(C)C.C([Li])CCC.C([N-]C(C)C)(C)C.[Li+].[F:21][C:22]1[CH:29]=[CH:28][C:25]([C:26]#[N:27])=[C:24]([C:30]([F:33])([F:32])[F:31])[CH:23]=1.[O:34]1CCC[CH2:35]1, predict the reaction product. The product is: [F:21][C:22]1[C:29]([CH:35]=[O:34])=[CH:28][C:25]([C:26]#[N:27])=[C:24]([C:30]([F:31])([F:32])[F:33])[CH:23]=1. (2) Given the reactants [C:1]([O:5][C:6]([N:8]1[CH2:13][CH2:12][NH:11][CH2:10][CH2:9]1)=[O:7])([CH3:4])([CH3:3])[CH3:2].[Br:14][C:15]1[CH:20]=[CH:19][C:18]([S:21](Cl)(=[O:23])=[O:22])=[CH:17][C:16]=1[CH3:25], predict the reaction product. The product is: [C:1]([O:5][C:6]([N:8]1[CH2:13][CH2:12][N:11]([S:21]([C:18]2[CH:19]=[CH:20][C:15]([Br:14])=[C:16]([CH3:25])[CH:17]=2)(=[O:22])=[O:23])[CH2:10][CH2:9]1)=[O:7])([CH3:4])([CH3:2])[CH3:3]. (3) Given the reactants [S:1]1[C:5]2[CH:6]=[C:7]([NH:10][C:11]3[C:12]4[CH:19]=[C:18](I)[NH:17][C:13]=4[N:14]=[CH:15][N:16]=3)[CH:8]=[CH:9][C:4]=2[N:3]=[CH:2]1.C(OC([N:28]1[CH2:33][CH:32]=[C:31](B2OC(C)(C)C(C)(C)O2)[CH2:30][CH2:29]1)=O)(C)(C)C.C(=O)([O-])[O-].[K+].[K+].[ClH:49].O1CCOCC1, predict the reaction product. The product is: [ClH:49].[ClH:49].[ClH:49].[S:1]1[C:5]2[CH:6]=[C:7]([NH:10][C:11]3[C:12]4[CH:19]=[C:18]([C:31]5[CH2:32][CH2:33][NH:28][CH2:29][CH:30]=5)[NH:17][C:13]=4[N:14]=[CH:15][N:16]=3)[CH:8]=[CH:9][C:4]=2[N:3]=[CH:2]1.